Dataset: Reaction yield outcomes from USPTO patents with 853,638 reactions. Task: Predict the reaction yield, written as a fraction of the theoretical maximum amount of product (1.0 means a 100% yield; for example, 0.34 means a 34% yield). (1) The reactants are [CH3:1][C:2]1[O:6][N:5]=[C:4]([C:7]2[CH:12]=[CH:11][CH:10]=[CH:9][CH:8]=2)[C:3]=1[CH2:13][O:14][C:15]1[CH:23]=[CH:22][C:18]([C:19]([OH:21])=O)=[CH:17][N:16]=1.[CH:24]1([NH2:27])[CH2:26][CH2:25]1. No catalyst specified. The product is [CH:24]1([NH:27][C:19](=[O:21])[C:18]2[CH:22]=[CH:23][C:15]([O:14][CH2:13][C:3]3[C:4]([C:7]4[CH:8]=[CH:9][CH:10]=[CH:11][CH:12]=4)=[N:5][O:6][C:2]=3[CH3:1])=[N:16][CH:17]=2)[CH2:26][CH2:25]1. The yield is 0.680. (2) The reactants are [CH2:1]([C:3]([C:14]1[CH:19]=[CH:18][C:17]([CH2:20][CH2:21][C:22](=[O:27])[C:23]([CH3:26])([CH3:25])[CH3:24])=[C:16]([CH3:28])[CH:15]=1)([C:6]1[CH:11]=[CH:10][C:9]([OH:12])=[C:8]([CH3:13])[CH:7]=1)[CH2:4][CH3:5])[CH3:2].[O:29](S(C(F)(F)F)(=O)=O)[S:30]([C:33]([F:36])([F:35])[F:34])(=O)=[O:31].N1C=CC=CC=1.C([O-])(O)=O.[Na+]. The catalyst is C(Cl)Cl. The product is [CH3:24][C:23]([CH3:26])([CH3:25])[C:22](=[O:27])[CH2:21][CH2:20][C:17]1[CH:18]=[CH:19][C:14]([C:3]([C:6]2[CH:11]=[CH:10][C:9]([O:12][S:30]([C:33]([F:36])([F:35])[F:34])(=[O:31])=[O:29])=[C:8]([CH3:13])[CH:7]=2)([CH2:4][CH3:5])[CH2:1][CH3:2])=[CH:15][C:16]=1[CH3:28]. The yield is 0.840.